This data is from NCI-60 drug combinations with 297,098 pairs across 59 cell lines. The task is: Regression. Given two drug SMILES strings and cell line genomic features, predict the synergy score measuring deviation from expected non-interaction effect. (1) Drug 1: C1=NC2=C(N1)C(=S)N=C(N2)N. Drug 2: C1=NC2=C(N=C(N=C2N1C3C(C(C(O3)CO)O)F)Cl)N. Cell line: SF-539. Synergy scores: CSS=30.3, Synergy_ZIP=-7.44, Synergy_Bliss=-6.97, Synergy_Loewe=-4.10, Synergy_HSA=-2.20. (2) Drug 1: CS(=O)(=O)CCNCC1=CC=C(O1)C2=CC3=C(C=C2)N=CN=C3NC4=CC(=C(C=C4)OCC5=CC(=CC=C5)F)Cl. Drug 2: CS(=O)(=O)OCCCCOS(=O)(=O)C. Cell line: SF-268. Synergy scores: CSS=2.13, Synergy_ZIP=-1.78, Synergy_Bliss=-2.89, Synergy_Loewe=-24.9, Synergy_HSA=-4.65. (3) Drug 1: CC12CCC(CC1=CCC3C2CCC4(C3CC=C4C5=CN=CC=C5)C)O. Drug 2: C1CN(CCN1C(=O)CCBr)C(=O)CCBr. Cell line: HCT-15. Synergy scores: CSS=11.2, Synergy_ZIP=-6.78, Synergy_Bliss=-0.817, Synergy_Loewe=-1.08, Synergy_HSA=-1.38.